Dataset: Catalyst prediction with 721,799 reactions and 888 catalyst types from USPTO. Task: Predict which catalyst facilitates the given reaction. Reactant: [NH2:1][C@H:2]1[CH2:7][CH2:6][C@H:5]([NH:8][C:9]2[CH:10]=[C:11]([NH:18][C:19]3[CH:24]=[CH:23][C:22]([N+:25]([O-:27])=[O:26])=[CH:21][CH:20]=3)[C:12]3[N:13]([CH:15]=[CH:16][N:17]=3)[N:14]=2)[CH2:4][CH2:3]1.C(N(CC)CC)C.[C:35](O[C:35]([O:37][C:38]([CH3:41])([CH3:40])[CH3:39])=[O:36])([O:37][C:38]([CH3:41])([CH3:40])[CH3:39])=[O:36]. Product: [N+:25]([C:22]1[CH:23]=[CH:24][C:19]([NH:18][C:11]2[C:12]3[N:13]([CH:15]=[CH:16][N:17]=3)[N:14]=[C:9]([NH:8][C@H:5]3[CH2:4][CH2:3][C@H:2]([NH:1][C:35](=[O:36])[O:37][C:38]([CH3:41])([CH3:40])[CH3:39])[CH2:7][CH2:6]3)[CH:10]=2)=[CH:20][CH:21]=1)([O-:27])=[O:26]. The catalyst class is: 4.